This data is from Full USPTO retrosynthesis dataset with 1.9M reactions from patents (1976-2016). The task is: Predict the reactants needed to synthesize the given product. (1) Given the product [NH:23]1[C:31]2[C:26](=[CH:27][CH:28]=[CH:29][CH:30]=2)[C:25]([C@@H:32]([C:37]([OH:39])=[O:38])[CH2:33][C:34]([OH:36])=[O:35])=[CH:24]1.[CH2:1]=[CH:2][C@@H:3]1[C@@H:8]2[CH2:9][C@@H:10]([C@H:11]([OH:22])[C:12]3[CH:13]=[CH:14][N:15]=[C:16]4[CH:21]=[CH:20][CH:19]=[CH:18][C:17]=34)[N:5]([CH2:6][CH2:7]2)[CH2:4]1, predict the reactants needed to synthesize it. The reactants are: [CH2:1]=[CH:2][C@@H:3]1[C@@H:8]2[CH2:9][C@@H:10]([C@H:11]([OH:22])[C:12]3[CH:13]=[CH:14][N:15]=[C:16]4[CH:21]=[CH:20][CH:19]=[CH:18][C:17]=34)[N:5]([CH2:6][CH2:7]2)[CH2:4]1.[NH:23]1[C:31]2[C:26](=[CH:27][CH:28]=[CH:29][CH:30]=2)[C:25]([CH:32]([C:37]([OH:39])=[O:38])[CH2:33][C:34]([OH:36])=[O:35])=[CH:24]1. (2) Given the product [CH:1]1[C:10]2[C:5](=[CH:6][CH:7]=[CH:8][CH:9]=2)[CH:4]=[CH:3][C:2]=1[CH:11]([OH:12])[CH2:16][N+:13]([O-:15])=[O:14], predict the reactants needed to synthesize it. The reactants are: [CH:1]1[C:10]2[C:5](=[CH:6][CH:7]=[CH:8][CH:9]=2)[CH:4]=[CH:3][C:2]=1[CH:11]=[O:12].[N+:13]([CH3:16])([O-:15])=[O:14].C(N(C(C)C)CC)(C)C.C1COCC1. (3) The reactants are: C1(P(C2CCCCC2)C2C=CC=CC=2C2C(C(C)C)=CC(C(C)C)=CC=2C(C)C)CCCCC1.[O:35]1[CH2:40][CH2:39][N:38]([C:41]2[C:46]([NH2:47])=[CH:45][C:44]([N:48]3[CH2:53][CH2:52][O:51][CH2:50][CH2:49]3)=[CH:43][N:42]=2)[CH2:37][CH2:36]1.Cl[C:55]1[C:64]2[C:59](=[CH:60][C:61]([F:66])=[CH:62][C:63]=2[F:65])[N:58]=[C:57]([C:67]2[CH:68]=[N:69][C:70]([CH3:73])=[CH:71][CH:72]=2)[C:56]=1[CH3:74].CC(C)([O-])C.[Na+]. Given the product [O:35]1[CH2:40][CH2:39][N:38]([C:41]2[C:46]([NH:47][C:55]3[C:64]4[C:59](=[CH:60][C:61]([F:66])=[CH:62][C:63]=4[F:65])[N:58]=[C:57]([C:67]4[CH:68]=[N:69][C:70]([CH3:73])=[CH:71][CH:72]=4)[C:56]=3[CH3:74])=[CH:45][C:44]([N:48]3[CH2:49][CH2:50][O:51][CH2:52][CH2:53]3)=[CH:43][N:42]=2)[CH2:37][CH2:36]1, predict the reactants needed to synthesize it. (4) Given the product [CH3:11][N:10]1[C:3]([C:2]([F:1])([F:13])[F:12])=[CH:4][C:5](=[O:7])[N:16]([CH2:25][C:19]2[CH:24]=[CH:23][CH:22]=[CH:21][CH:20]=2)[C:17]1=[S:18], predict the reactants needed to synthesize it. The reactants are: [F:1][C:2]([F:13])([F:12])[C:3]([NH:10][CH3:11])=[CH:4][C:5]([O:7]CC)=O.[H-].[Na+].[N-:16]=[C:17]=[S:18].[C:19]1([CH3:25])[CH:24]=[CH:23][CH:22]=[CH:21][CH:20]=1. (5) The reactants are: [C:1]([C:3]1[C:23]([N+:24]([O-:26])=[O:25])=[CH:22][CH:21]=[CH:20][C:4]=1[O:5][CH2:6][C@H:7]1[CH2:12][CH2:11][CH2:10][N:9](C(OC(C)(C)C)=O)[CH2:8]1)#[N:2].[ClH:27]. Given the product [ClH:27].[N+:24]([C:23]1[CH:22]=[CH:21][CH:20]=[C:4]([O:5][CH2:6][C@H:7]2[CH2:12][CH2:11][CH2:10][NH:9][CH2:8]2)[C:3]=1[C:1]#[N:2])([O-:26])=[O:25], predict the reactants needed to synthesize it. (6) Given the product [CH3:1][C:2]1[CH:3]=[C:4]([NH:9][CH:10]([C:15]2[CH:31]=[CH:30][C:18]3[N:19]=[C:20]([C:22]4[C:27]([CH3:28])=[CH:26][CH:25]=[CH:24][C:23]=4[CH3:29])[NH:21][C:17]=3[CH:16]=2)[C:11]([F:14])([F:13])[F:12])[CH:5]=[CH:6][C:7]=1[CH3:8], predict the reactants needed to synthesize it. The reactants are: [CH3:1][C:2]1[CH:3]=[C:4](/[N:9]=[C:10](/[C:15]2[CH:31]=[CH:30][C:18]3[N:19]=[C:20]([C:22]4[C:27]([CH3:28])=[CH:26][CH:25]=[CH:24][C:23]=4[CH3:29])[NH:21][C:17]=3[CH:16]=2)\[C:11]([F:14])([F:13])[F:12])[CH:5]=[CH:6][C:7]=1[CH3:8].[BH4-].[Na+].